Dataset: Catalyst prediction with 721,799 reactions and 888 catalyst types from USPTO. Task: Predict which catalyst facilitates the given reaction. (1) Reactant: [CH:1]1[CH:6]=[CH:5][C:4]([O:7][C:8]2[C:13]([NH2:14])=[CH:12][CH:11]=[CH:10][CH:9]=2)=[CH:3][CH:2]=1.[O:15]1[C:19]2[C:20]([CH:24]=O)=[CH:21][CH:22]=[CH:23][C:18]=2[CH2:17][CH2:16]1.[BH4-].[Na+].Cl. Product: [O:15]1[C:19]2[C:20]([CH2:24][NH:14][C:13]3[CH:12]=[CH:11][CH:10]=[CH:9][C:8]=3[O:7][C:4]3[CH:5]=[CH:6][CH:1]=[CH:2][CH:3]=3)=[CH:21][CH:22]=[CH:23][C:18]=2[CH2:17][CH2:16]1. The catalyst class is: 11. (2) Reactant: [C:1]([O:5][C:6]([NH:8][CH2:9][CH2:10][CH2:11][C@H:12]([NH:17][C:18]([C:20]1[C:21](=[O:37])[N:22]([CH2:26][C:27]2[CH:32]=[CH:31][CH:30]=[CH:29][C:28]=2[C:33]([F:36])([F:35])[F:34])[CH:23]=[CH:24][CH:25]=1)=[O:19])[C:13]([O:15]C)=[O:14])=[O:7])([CH3:4])([CH3:3])[CH3:2].[OH-].[Na+]. Product: [C:1]([O:5][C:6]([NH:8][CH2:9][CH2:10][CH2:11][C@H:12]([NH:17][C:18]([C:20]1[C:21](=[O:37])[N:22]([CH2:26][C:27]2[CH:32]=[CH:31][CH:30]=[CH:29][C:28]=2[C:33]([F:34])([F:35])[F:36])[CH:23]=[CH:24][CH:25]=1)=[O:19])[C:13]([OH:15])=[O:14])=[O:7])([CH3:4])([CH3:2])[CH3:3]. The catalyst class is: 1. (3) Reactant: [CH3:1][S:2][C:3]1[N:8]=[C:7]([C:9]2[CH:10]=[N:11][NH:12][CH:13]=2)[CH:6]=[CH:5][N:4]=1.[CH3:14][O:15][C:16]1[CH:23]=[CH:22][C:19]([CH2:20]Cl)=[CH:18][CH:17]=1. Product: [CH3:14][O:15][C:16]1[CH:23]=[CH:22][C:19]([CH2:20][N:12]2[CH:13]=[C:9]([C:7]3[CH:6]=[CH:5][N:4]=[C:3]([S:2][CH3:1])[N:8]=3)[CH:10]=[N:11]2)=[CH:18][CH:17]=1. The catalyst class is: 46. (4) Reactant: [F:1][C:2]1[CH:7]=[CH:6][C:5]([C@@H:8]([NH:10][C:11]2[S:12][C:13]([C:18]3[CH:27]=[CH:26][C:21]([C:22]([O:24]C)=[O:23])=[CH:20][CH:19]=3)([CH3:17])[C:14](=[O:16])[N:15]=2)[CH3:9])=[CH:4][CH:3]=1.O.O.[OH-].[Li+].Cl. Product: [F:1][C:2]1[CH:3]=[CH:4][C:5]([C@@H:8]([NH:10][C:11]2[S:12][C:13]([C:18]3[CH:19]=[CH:20][C:21]([C:22]([OH:24])=[O:23])=[CH:26][CH:27]=3)([CH3:17])[C:14](=[O:16])[N:15]=2)[CH3:9])=[CH:6][CH:7]=1. The catalyst class is: 36. (5) The catalyst class is: 1. Product: [Cl:22][C@H:18]1[C@H:17]([CH2:23]/[CH:24]=[CH:25]\[CH2:26][CH2:27][CH2:28][C:29]([OH:31])=[O:30])[C@@H:16]([CH2:15][NH:6][C:7]2[CH:8]=[C:9]([Cl:14])[CH:10]=[C:11]([Cl:13])[CH:12]=2)[C@H:20]([OH:21])[CH2:19]1. Reactant: [OH-].[Li+].C([N:6]([CH2:15][C@H:16]1[C@H:20]([OH:21])[CH2:19][C@@H:18]([Cl:22])[C@@H:17]1[CH2:23]/[CH:24]=[CH:25]\[CH2:26][CH2:27][CH2:28][C:29]([OH:31])=[O:30])[C:7]1[CH:12]=[C:11]([Cl:13])[CH:10]=[C:9]([Cl:14])[CH:8]=1)(=O)C. (6) Reactant: [NH2:1][C:2]1[CH:3]=[C:4]([N:11]2[C:15](=[O:16])[C:14]([CH3:18])([CH3:17])[N:13]([CH2:19][C:20]3[CH:25]=[CH:24][N:23]=[CH:22][CH:21]=3)[C:12]2=[O:26])[CH:5]=[CH:6][C:7]=1[CH:8]([CH3:10])[CH3:9].CCN(C(C)C)C(C)C.[Cl:36][CH2:37][C:38](Cl)=[O:39].Cl. Product: [CH3:18][C:14]1([CH3:17])[C:15](=[O:16])[N:11]([C:4]2[CH:5]=[CH:6][C:7]([CH:8]([CH3:9])[CH3:10])=[C:2]([NH:1][C:38](=[O:39])[CH2:37][Cl:36])[CH:3]=2)[C:12](=[O:26])[N:13]1[CH2:19][C:20]1[CH:21]=[CH:22][N:23]=[CH:24][CH:25]=1. The catalyst class is: 26. (7) Reactant: [O:1]=[C:2]1[NH:6][CH:5]=[C:4]([C:7]([OH:9])=O)[O:3]1.[CH3:10][NH:11][CH2:12][CH2:13][CH:14]1[CH2:19][CH2:18][N:17]([C:20]([O:22][CH2:23][C:24]2[CH:29]=[C:28]([Cl:30])[CH:27]=[C:26]([Cl:31])[CH:25]=2)=[O:21])[CH2:16][CH2:15]1.CCN(C(C)C)C(C)C.CN(C(ON1N=NC2C=CC=NC1=2)=[N+](C)C)C.F[P-](F)(F)(F)(F)F. Product: [CH3:10][N:11]([CH2:12][CH2:13][CH:14]1[CH2:15][CH2:16][N:17]([C:20]([O:22][CH2:23][C:24]2[CH:25]=[C:26]([Cl:31])[CH:27]=[C:28]([Cl:30])[CH:29]=2)=[O:21])[CH2:18][CH2:19]1)[C:7]([C:4]1[O:3][C:2](=[O:1])[NH:6][CH:5]=1)=[O:9]. The catalyst class is: 31.